Dataset: Peptide-MHC class I binding affinity with 185,985 pairs from IEDB/IMGT. Task: Regression. Given a peptide amino acid sequence and an MHC pseudo amino acid sequence, predict their binding affinity value. This is MHC class I binding data. (1) The peptide sequence is ISDPLTSGL. The MHC is HLA-B40:01 with pseudo-sequence HLA-B40:01. The binding affinity (normalized) is 0.0847. (2) The peptide sequence is KLREYEAAL. The MHC is HLA-A02:02 with pseudo-sequence HLA-A02:02. The binding affinity (normalized) is 0.693.